This data is from Full USPTO retrosynthesis dataset with 1.9M reactions from patents (1976-2016). The task is: Predict the reactants needed to synthesize the given product. (1) Given the product [Br:11][C:8]1[CH:9]=[CH:10][C:5]([N:4]([CH3:15])[C:2](=[O:3])[CH3:1])=[CH:6][C:7]=1[Cl:12], predict the reactants needed to synthesize it. The reactants are: [CH3:1][C:2]([NH:4][C:5]1[CH:10]=[CH:9][C:8]([Br:11])=[C:7]([Cl:12])[CH:6]=1)=[O:3].[H-].[Na+].[CH3:15]I. (2) Given the product [OH:44][CH2:39][CH2:40][O:33][NH:32][C:20]([C:10]1[C:9]([NH:8][C:5]2[CH:6]=[CH:7][C:2]([Br:1])=[CH:3][C:4]=2[Cl:23])=[C:18]([F:19])[C:13]2[N:14]=[CH:15][N:16]([CH3:17])[C:12]=2[CH:11]=1)=[O:22], predict the reactants needed to synthesize it. The reactants are: [Br:1][C:2]1[CH:7]=[CH:6][C:5]([NH:8][C:9]2[C:10]([C:20]([OH:22])=O)=[CH:11][C:12]3[N:16]([CH3:17])[CH:15]=[N:14][C:13]=3[C:18]=2[F:19])=[C:4]([Cl:23])[CH:3]=1.C1C=CC2[N:32]([OH:33])N=NC=2C=1.C(N([CH2:39][CH3:40])CC)C.CN(C)C=[O:44]. (3) Given the product [O:19]1[CH2:23][CH2:22][CH:21]([CH2:24][NH:25][C:10]([C:7]2[CH:6]=[C:5]([CH2:4][C:3]3[CH:13]=[CH:14][C:15]([F:18])=[C:16]([F:17])[C:2]=3[F:1])[O:9][N:8]=2)=[O:12])[CH2:20]1, predict the reactants needed to synthesize it. The reactants are: [F:1][C:2]1[C:16]([F:17])=[C:15]([F:18])[CH:14]=[CH:13][C:3]=1[CH2:4][C:5]1[O:9][N:8]=[C:7]([C:10]([OH:12])=O)[CH:6]=1.[O:19]1[CH2:23][CH2:22][CH:21]([CH2:24][NH2:25])[CH2:20]1.ON1C2C=CC=CC=2N=N1.Cl.C(N=C=NCCCN(C)C)C. (4) Given the product [Cl:14][C:12]1[CH:13]=[C:8]([C:6]2[C:5]3[N:15]([CH2:30][C@H:31]4[CH2:36][CH2:35][C@H:34]([CH3:37])[CH2:33][CH2:32]4)[C:16]([N:18]4[CH2:23][CH2:22][O:21][CH2:20][C@H:19]4[C:24]4[CH:25]=[CH:26][CH:27]=[CH:28][CH:29]=4)=[N:17][C:4]=3[CH:3]=[C:2]([C:42]3[CH:43]=[CH:44][CH:45]=[C:40]([O:39][CH3:38])[N:41]=3)[N:7]=2)[CH:9]=[N:10][CH:11]=1, predict the reactants needed to synthesize it. The reactants are: Cl[C:2]1[N:7]=[C:6]([C:8]2[CH:9]=[N:10][CH:11]=[C:12]([Cl:14])[CH:13]=2)[C:5]2[N:15]([CH2:30][C@H:31]3[CH2:36][CH2:35][C@H:34]([CH3:37])[CH2:33][CH2:32]3)[C:16]([N:18]3[CH2:23][CH2:22][O:21][CH2:20][C@H:19]3[C:24]3[CH:29]=[CH:28][CH:27]=[CH:26][CH:25]=3)=[N:17][C:4]=2[CH:3]=1.[CH3:38][O:39][C:40]1[CH:45]=[CH:44][CH:43]=[C:42]([Sn](CCCC)(CCCC)CCCC)[N:41]=1. (5) Given the product [CH2:16]([O:15][C:9]1[C:8]([Br:7])=[CH:13][CH:12]=[CH:11][C:10]=1[Br:14])[C:17]1[CH:22]=[CH:21][CH:20]=[CH:19][CH:18]=1, predict the reactants needed to synthesize it. The reactants are: C([O-])([O-])=O.[K+].[K+].[Br:7][C:8]1[CH:13]=[CH:12][CH:11]=[C:10]([Br:14])[C:9]=1[OH:15].[CH2:16](Br)[C:17]1[CH:22]=[CH:21][CH:20]=[CH:19][CH:18]=1.